This data is from Full USPTO retrosynthesis dataset with 1.9M reactions from patents (1976-2016). The task is: Predict the reactants needed to synthesize the given product. (1) The reactants are: [Br:1][C:2]1[C:7]([F:8])=[CH:6][C:5]([F:9])=[C:4]([N+:10]([O-])=O)[C:3]=1[F:13].C1CCCCC=1. Given the product [NH2:10][C:4]1[C:3]([F:13])=[C:2]([Br:1])[C:7]([F:8])=[CH:6][C:5]=1[F:9], predict the reactants needed to synthesize it. (2) Given the product [Br:24][C:19]1[C:20]2[CH:21]=[C:22]3[C:2]([CH3:23])([CH3:1])[C:3]4[C:8](=[CH:7][CH:6]=[CH:5][CH:4]=4)[C:9]3=[CH:10][C:11]=2[CH:12]=[C:13]2[C:18]=1[CH:17]=[CH:16][CH:15]=[CH:14]2, predict the reactants needed to synthesize it. The reactants are: [CH3:1][C:2]1([CH3:23])[C:22]2[C:9](=[CH:10][C:11]3[CH:12]=[C:13]4[C:18](=[CH:19][C:20]=3[CH:21]=2)[CH:17]=[CH:16][CH:15]=[CH:14]4)[C:8]2[C:3]1=[CH:4][CH:5]=[CH:6][CH:7]=2.[Br:24]N1C(=O)CCC1=O.